The task is: Predict which catalyst facilitates the given reaction.. This data is from Catalyst prediction with 721,799 reactions and 888 catalyst types from USPTO. Reactant: Cl[C:2]1[N:7]=[C:6]([CH2:8][CH2:9][C:10]2[CH:15]=[CH:14][CH:13]=[CH:12][C:11]=2[C:16]2([C:19]([NH2:21])=[O:20])[CH2:18][CH2:17]2)[C:5]([CH3:22])=[CH:4][N:3]=1.[NH2:23][C:24]1[CH:29]=[CH:28][C:27]([CH:30]([NH:32][C:33](=[O:39])[O:34][C:35]([CH3:38])([CH3:37])[CH3:36])[CH3:31])=[CH:26][CH:25]=1.CC1(C)C2C(=C(P(C3C=CC=CC=3)C3C=CC=CC=3)C=CC=2)OC2C(P(C3C=CC=CC=3)C3C=CC=CC=3)=CC=CC1=2.C([O-])([O-])=O.[Cs+].[Cs+]. Product: [C:19]([C:16]1([C:11]2[CH:12]=[CH:13][CH:14]=[CH:15][C:10]=2[CH2:9][CH2:8][C:6]2[C:5]([CH3:22])=[CH:4][N:3]=[C:2]([NH:23][C:24]3[CH:29]=[CH:28][C:27]([CH:30]([NH:32][C:33](=[O:39])[O:34][C:35]([CH3:38])([CH3:37])[CH3:36])[CH3:31])=[CH:26][CH:25]=3)[N:7]=2)[CH2:18][CH2:17]1)(=[O:20])[NH2:21]. The catalyst class is: 231.